From a dataset of Full USPTO retrosynthesis dataset with 1.9M reactions from patents (1976-2016). Predict the reactants needed to synthesize the given product. (1) Given the product [F:13][C:12]([F:15])([F:14])[S:9]([O:16][CH2:17][CH2:18][N:19]([CH2:32][CH2:33][O:8][S:9]([C:12]([F:13])([F:14])[F:15])(=[O:10])=[O:11])[S:20]([C:23]1[CH:28]=[CH:27][CH:26]=[CH:25][C:24]=1[N+:29]([O-:31])=[O:30])(=[O:22])=[O:21])(=[O:10])=[O:8], predict the reactants needed to synthesize it. The reactants are: S([O:8][S:9]([C:12]([F:15])([F:14])[F:13])(=[O:11])=[O:10])(C(F)(F)F)(=O)=O.[OH:16][CH2:17][CH2:18][N:19]([CH2:32][CH2:33]O)[S:20]([C:23]1[CH:28]=[CH:27][CH:26]=[CH:25][C:24]=1[N+:29]([O-:31])=[O:30])(=[O:22])=[O:21].N1C(C)=CC(C)=CC=1C. (2) Given the product [CH3:4][CH2:3][CH2:2][CH2:1][C:5]1[N:6]([CH2:21][C:22]2[CH:27]=[CH:26][C:25]([C:28]([OH:30])=[O:29])=[CH:24][CH:23]=2)[C:7](/[CH:10]=[C:11](/[C:12]([OH:14])=[O:13])\[CH2:15][C:16]2[S:17][CH:18]=[CH:19][CH:20]=2)=[CH:8][N:9]=1, predict the reactants needed to synthesize it. The reactants are: [CH2:1]([C:5]1[N:6]([CH2:21][C:22]2[CH:27]=[CH:26][C:25]([C:28]([O:30]C)=[O:29])=[CH:24][CH:23]=2)[C:7]([CH:10]=[C:11]([CH2:15][C:16]2[S:17][CH:18]=[CH:19][CH:20]=2)[C:12]([O-:14])=[O:13])=[CH:8][N:9]=1)[CH2:2][CH2:3][CH3:4]. (3) Given the product [Cl:1][C:2]1[C:10]([Cl:11])=[CH:9][CH:8]=[CH:7][C:3]=1[C:4]([NH:22][CH2:21][CH:20]([N:23]1[CH2:24][CH2:25][C:26]([F:30])([F:29])[CH2:27][CH2:28]1)[C:17]1[CH:18]=[CH:19][C:14]([O:13][CH3:12])=[CH:15][CH:16]=1)=[O:6], predict the reactants needed to synthesize it. The reactants are: [Cl:1][C:2]1[C:10]([Cl:11])=[CH:9][CH:8]=[CH:7][C:3]=1[C:4]([OH:6])=O.[CH3:12][O:13][C:14]1[CH:19]=[CH:18][C:17]([CH:20]([N:23]2[CH2:28][CH2:27][C:26]([F:30])([F:29])[CH2:25][CH2:24]2)[CH2:21][NH2:22])=[CH:16][CH:15]=1. (4) Given the product [Cl:23][C:24]1[C:25]([CH2:34][N:8]2[C:7]3[CH:9]=[C:10]([O:14][CH2:15][CH2:16][CH2:17][C:18]([O:20][CH2:21][CH3:22])=[O:19])[CH:11]=[C:12]([CH3:13])[C:6]=3[N:5]=[C:4]2[O:3][CH2:1][CH3:2])=[N:26][CH:27]=[C:28]([C:30]([F:32])([F:31])[F:33])[CH:29]=1, predict the reactants needed to synthesize it. The reactants are: [CH2:1]([O:3][C:4]1[NH:8][C:7]2[CH:9]=[C:10]([O:14][CH2:15][CH2:16][CH2:17][C:18]([O:20][CH2:21][CH3:22])=[O:19])[CH:11]=[C:12]([CH3:13])[C:6]=2[N:5]=1)[CH3:2].[Cl:23][C:24]1[C:25]([CH2:34]Cl)=[N:26][CH:27]=[C:28]([C:30]([F:33])([F:32])[F:31])[CH:29]=1.[Na+].[I-].C([O-])([O-])=O.[K+].[K+]. (5) The reactants are: Cl[C:2]1[N:3]=[C:4]([C:16]2[C:24]3[C:19](=[N:20][C:21]([CH3:26])=[C:22]([F:25])[CH:23]=3)[N:18]([CH2:27][C:28]3[CH:33]=[CH:32][C:31]([O:34][CH3:35])=[CH:30][CH:29]=3)[N:17]=2)[N:5]=[N:6][C:7]=1[C:8]1([C:11](OCC)=[O:12])[CH2:10][CH2:9]1.[NH3:36]. Given the product [F:25][C:22]1[CH:23]=[C:24]2[C:16]([C:4]3[N:5]=[N:6][C:7]4[C:8]5([CH2:10][CH2:9]5)[C:11](=[O:12])[NH:36][C:2]=4[N:3]=3)=[N:17][N:18]([CH2:27][C:28]3[CH:29]=[CH:30][C:31]([O:34][CH3:35])=[CH:32][CH:33]=3)[C:19]2=[N:20][C:21]=1[CH3:26], predict the reactants needed to synthesize it. (6) Given the product [Cl:39][C:13]1[CH:12]=[C:11]([NH:10][C:2]2[CH:7]=[CH:6][C:5]([F:8])=[CH:4][C:3]=2[CH3:9])[CH:38]=[CH:37][C:14]=1[C:15]([C:17]1[CH:18]=[C:19]([CH:33]=[CH:34][C:35]=1[CH3:36])[C:20]([NH:22][CH2:23][CH2:24][OH:25])=[O:21])=[O:16], predict the reactants needed to synthesize it. The reactants are: Br[C:2]1[CH:7]=[CH:6][C:5]([F:8])=[CH:4][C:3]=1[CH3:9].[NH2:10][C:11]1[CH:38]=[CH:37][C:14]([C:15]([C:17]2[CH:18]=[C:19]([CH:33]=[CH:34][C:35]=2[CH3:36])[C:20]([NH:22][CH2:23][CH2:24][O:25][Si](C(C)(C)C)(C)C)=[O:21])=[O:16])=[C:13]([Cl:39])[CH:12]=1.C1C=CC(P(C2C=CC3C(=CC=CC=3)C=2C2C3C(=CC=CC=3)C=CC=2P(C2C=CC=CC=2)C2C=CC=CC=2)C2C=CC=CC=2)=CC=1.C([O-])([O-])=O.[Cs+].[Cs+].O.O.O.[F-].C([N+](CCCC)(CCCC)CCCC)CCC. (7) Given the product [CH3:7][O:8][C:42](=[O:74])[C:41]1[CH:40]=[CH:39][C:38]([C:36]#[C:35][C:34]#[C:33][CH2:32][CH3:51])=[CH:44][CH:49]=1, predict the reactants needed to synthesize it. The reactants are: IC1C=NN([C:7](OC(C)(C)C)=[O:8])C=1.C[N+]1C=CC(C2[C:42]3=N[C:39]([CH:40]=[CH:41]3)=[C:38]([C:44]3[CH:49]=C[N+](C)=CC=3)[C:36]3=N[C:33]([CH:34]=[CH:35]3)=[C:32]([C:51]3C=C[N+](C)=CC=3)C3NC(=CC=3)C(C3C=C[N+](C)=CC=3)=C3NC=2C=C3)=CC=1.C#CCC.CN(C=[O:74])C. (8) Given the product [I:1][C:2]1[N:10]=[CH:9][N:8]=[C:7]2[C:3]=1[N:4]=[CH:5][N:6]2[CH:16]1[CH2:15][CH2:14][CH2:13][CH2:12][O:11]1, predict the reactants needed to synthesize it. The reactants are: [I:1][C:2]1[N:10]=[CH:9][N:8]=[C:7]2[C:3]=1[N:4]=[CH:5][NH:6]2.[OH2:11].[C:12]1(C)C=[CH:16][C:15](S(O)(=O)=O)=[CH:14][CH:13]=1. (9) Given the product [C:14]([C:16]1[C:17](=[O:18])[NH:19][C:6]([C:7]([O:9][CH2:10][CH3:11])=[O:8])=[CH:5][C:4]=1[CH3:13])#[N:15], predict the reactants needed to synthesize it. The reactants are: C(O/[C:4](/[CH3:13])=[CH:5]/[C:6](=O)[C:7]([O:9][CH2:10][CH3:11])=[O:8])C.[C:14]([CH2:16][C:17]([NH2:19])=[O:18])#[N:15].C(=O)([O-])[O-].[K+].[K+].